This data is from Catalyst prediction with 721,799 reactions and 888 catalyst types from USPTO. The task is: Predict which catalyst facilitates the given reaction. (1) The catalyst class is: 6. Reactant: [F:1][C:2]([F:15])([F:14])[C:3](=O)[C:4]#[C:5][C:6]1[CH:11]=[CH:10][CH:9]=[CH:8][C:7]=1C.Cl.[S:17]([C:21]1[CH:26]=[CH:25][C:24]([NH:27][NH2:28])=[CH:23][CH:22]=1)(=[O:20])(=[O:19])[NH2:18].[CH2:29](O)C. Product: [CH3:29][C:9]1[CH:8]=[CH:7][C:6]([C:5]2[N:27]([C:24]3[CH:23]=[CH:22][C:21]([S:17]([NH2:18])(=[O:20])=[O:19])=[CH:26][CH:25]=3)[N:28]=[C:3]([C:2]([F:1])([F:14])[F:15])[CH:4]=2)=[CH:11][CH:10]=1. (2) Reactant: [F:1][C:2]1[C:10]([N+:11]([O-:13])=[O:12])=[CH:9][CH:8]=[C:7]2[C:3]=1[C:4]([CH3:16])([CH3:15])[C:5](=[O:14])[NH:6]2.FC(F)(F)S(O[CH2:23][C:24]([F:27])([F:26])[F:25])(=O)=O.C(=O)([O-])[O-].[K+].[K+].CN(C=O)C. Product: [F:1][C:2]1[C:10]([N+:11]([O-:13])=[O:12])=[CH:9][CH:8]=[C:7]2[C:3]=1[C:4]([CH3:16])([CH3:15])[C:5](=[O:14])[N:6]2[CH2:23][C:24]([F:27])([F:26])[F:25]. The catalyst class is: 6. (3) The catalyst class is: 61. Reactant: [OH:1][B:2]([OH:11])[C:3]1[O:7][C:6]([C:8]([OH:10])=[O:9])=[CH:5][CH:4]=1.[CH3:12][Si](C=[N+]=[N-])(C)C. Product: [CH3:12][O:9][C:8]([C:6]1[O:7][C:3]([B:2]([OH:1])[OH:11])=[CH:4][CH:5]=1)=[O:10]. (4) Reactant: S(O[CH2:12][CH2:13][O:14][CH2:15][CH2:16][O:17][CH2:18][CH2:19][O:20][CH2:21][CH2:22][C:23]([O:25][CH3:26])=[O:24])(C1C=CC(C)=CC=1)(=O)=O.[OH:27][C:28]1[CH:29]=[C:30]([CH2:36][OH:37])[CH:31]=[C:32]([CH2:34][OH:35])[CH:33]=1.C(=O)([O-])[O-].[K+].[K+]. Product: [OH:35][CH2:34][C:32]1[CH:33]=[C:28]([CH:29]=[C:30]([CH2:36][OH:37])[CH:31]=1)[O:27][CH2:12][CH2:13][O:14][CH2:15][CH2:16][O:17][CH2:18][CH2:19][O:20][CH2:21][CH2:22][C:23]([O:25][CH3:26])=[O:24]. The catalyst class is: 3. (5) Reactant: [Cl-].[Al+3].[Cl-].[Cl-].[Br:5][C:6]([F:11])([F:10])[C:7](Cl)=[O:8].[Cl:12][C:13]1[CH:18]=[CH:17][C:16]([N:19]2[C:23]([CH3:24])=[CH:22][C:21](C(=O)C(F)F)=[C:20]2[CH3:30])=[CH:15][CH:14]=1.C(Cl)(=O)C.N1C=CC=C1. Product: [Br:5][C:6]([F:11])([F:10])[C:7]([C:22]1[CH:21]=[C:20]([CH3:30])[N:19]([C:16]2[CH:17]=[CH:18][C:13]([Cl:12])=[CH:14][CH:15]=2)[C:23]=1[CH3:24])=[O:8]. The catalyst class is: 2. (6) Reactant: [N:1]1[CH:6]=[CH:5][CH:4]=[CH:3][C:2]=1[C:7]1[N:12]=[C:11]([C:13]2[S:14][CH:15]=[C:16]([C:24]3[CH:29]=[CH:28][CH:27]=[CH:26][CH:25]=3)[C:17]=2[C:18]2[CH:23]=[CH:22][CH:21]=[CH:20][CH:19]=2)[CH:10]=[CH:9][CH:8]=1.C([Li])CCC.CCCCCC.Br[C:42]1[CH:47]=[CH:46][CH:45]=[C:44]([C:48]2[CH:53]=[CH:52][CH:51]=[CH:50][N:49]=2)[N:43]=1. Product: [N:1]1[CH:6]=[CH:5][CH:4]=[CH:3][C:2]=1[C:7]1[N:12]=[C:11]([C:13]2[S:14][C:15]([C:50]3[CH:51]=[CH:52][CH:53]=[C:48]([C:44]4[CH:45]=[CH:46][CH:47]=[CH:42][N:43]=4)[N:49]=3)=[C:16]([C:24]3[CH:25]=[CH:26][CH:27]=[CH:28][CH:29]=3)[C:17]=2[C:18]2[CH:23]=[CH:22][CH:21]=[CH:20][CH:19]=2)[CH:10]=[CH:9][CH:8]=1. The catalyst class is: 7. (7) Reactant: [CH3:1][O:2][C:3]1[CH:4]=[C:5]([CH2:11][CH2:12][C:13](Cl)=[O:14])[CH:6]=[CH:7][C:8]=1[O:9][CH3:10].Cl.[CH:17]1[C:26]2[CH2:25][CH2:24][CH2:23][CH2:22][C:21]=2[CH:20]=[CH:19][C:18]=1[CH2:27][NH2:28].C(N(CC)CC)C.O1CCCC1. Product: [CH:17]1[C:26]2[CH2:25][CH2:24][CH2:23][CH2:22][C:21]=2[CH:20]=[CH:19][C:18]=1[CH2:27][NH:28][C:13](=[O:14])[CH2:12][CH2:11][C:5]1[CH:6]=[CH:7][C:8]([O:9][CH3:10])=[C:3]([O:2][CH3:1])[CH:4]=1. The catalyst class is: 6. (8) Reactant: [O:1]=[C:2]1[CH2:7][CH:6]2[N:8]([C:9]([O:11][C:12]([CH3:15])([CH3:14])[CH3:13])=[O:10])[CH:3]1[CH2:4][CH2:5]2.[BH4-].[Na+]. Product: [OH:1][CH:2]1[CH2:7][CH:6]2[N:8]([C:9]([O:11][C:12]([CH3:15])([CH3:14])[CH3:13])=[O:10])[CH:3]1[CH2:4][CH2:5]2. The catalyst class is: 5.